From a dataset of Forward reaction prediction with 1.9M reactions from USPTO patents (1976-2016). Predict the product of the given reaction. (1) Given the reactants [C:1]([NH:6][C:7]1[NH:8][C:9](=[O:34])[C:10]2[N:11]=[CH:12][N:13]([C:32]=2[N:33]=1)[C@@H:14]1[O:31][C@H:21]([CH2:22][O:23][Si:24]([C:27]([CH3:30])([CH3:29])[CH3:28])([CH3:26])[CH3:25])[C@@H:16]([O:17][CH2:18][S:19][CH3:20])[CH2:15]1)(=[O:5])[CH:2]([CH3:4])[CH3:3].N1C=CC=CC=1.[C:41]1([N:47]([C:51]2[CH:56]=[CH:55][CH:54]=[CH:53][CH:52]=2)[C:48](Cl)=[O:49])[CH:46]=[CH:45][CH:44]=[CH:43][CH:42]=1.CCN(C(C)C)C(C)C, predict the reaction product. The product is: [C:1]([NH:6][C:7]1[N:8]=[C:9]([O:34][C:48](=[O:49])[N:47]([C:51]2[CH:52]=[CH:53][CH:54]=[CH:55][CH:56]=2)[C:41]2[CH:46]=[CH:45][CH:44]=[CH:43][CH:42]=2)[C:10]2[N:11]=[CH:12][N:13]([C:32]=2[N:33]=1)[C@@H:14]1[O:31][C@H:21]([CH2:22][O:23][Si:24]([C:27]([CH3:29])([CH3:28])[CH3:30])([CH3:25])[CH3:26])[C@@H:16]([O:17][CH2:18][S:19][CH3:20])[CH2:15]1)(=[O:5])[CH:2]([CH3:4])[CH3:3]. (2) Given the reactants [N+:1]([C:4]1[C:9]2[N:10]=[C:11]([NH:13][CH:14]3[CH2:19][CH2:18][NH:17][CH2:16][CH2:15]3)[O:12][C:8]=2[CH:7]=[CH:6][CH:5]=1)([O-:3])=[O:2].[CH2:20]([O:22][C:23]1[CH:24]=[C:25]([CH:28]=[C:29]([O:32][CH2:33][CH3:34])[C:30]=1[F:31])[CH:26]=O)[CH3:21].C([BH3-])#N.[Na+].C(N(C(C)C)C(C)C)C, predict the reaction product. The product is: [CH2:20]([O:22][C:23]1[CH:24]=[C:25]([CH:28]=[C:29]([O:32][CH2:33][CH3:34])[C:30]=1[F:31])[CH2:26][N:17]1[CH2:18][CH2:19][CH:14]([NH:13][C:11]2[O:12][C:8]3[CH:7]=[CH:6][CH:5]=[C:4]([N+:1]([O-:3])=[O:2])[C:9]=3[N:10]=2)[CH2:15][CH2:16]1)[CH3:21]. (3) Given the reactants [Cl:1][C:2]1[CH:7]=[C:6](Cl)[N:5]=[CH:4][N:3]=1.[CH2:9]([O:16][C:17]1[C:24]([CH3:25])=[CH:23][C:20]([CH:21]=[O:22])=[CH:19][C:18]=1[CH3:26])[C:10]1[CH:15]=[CH:14][CH:13]=[CH:12][CH:11]=1.[I-].C[N+]1C2C=CC=CC=2N(C)C=1.[H-].[Na+], predict the reaction product. The product is: [CH2:9]([O:16][C:17]1[C:18]([CH3:26])=[CH:19][C:20]([C:21]([C:6]2[CH:7]=[C:2]([Cl:1])[N:3]=[CH:4][N:5]=2)=[O:22])=[CH:23][C:24]=1[CH3:25])[C:10]1[CH:15]=[CH:14][CH:13]=[CH:12][CH:11]=1. (4) The product is: [CH3:21][S:22]([O:1][N:2]=[C:3]([C:12]#[N:13])[C:4]1[CH:9]=[CH:8][C:7]([O:10][CH3:11])=[CH:6][CH:5]=1)(=[O:24])=[O:23]. Given the reactants [OH:1][N:2]=[C:3]([C:12]#[N:13])[C:4]1[CH:9]=[CH:8][C:7]([O:10][CH3:11])=[CH:6][CH:5]=1.C(N(CC)CC)C.[CH3:21][S:22](Cl)(=[O:24])=[O:23], predict the reaction product. (5) Given the reactants [CH2:1]([O:3][C:4]([C:6]1[S:7][C:8]2[CH:15]=[CH:14][C:13]([NH:16][S:17]([C:20]3[CH:25]=[CH:24][C:23]([C:26]([CH3:29])([CH3:28])[CH3:27])=[CH:22][CH:21]=3)(=[O:19])=[O:18])=[CH:12][C:9]=2[C:10]=1Br)=[O:5])[CH3:2].[C:30]1(B(O)O)[CH:35]=[CH:34][CH:33]=[CH:32][CH:31]=1, predict the reaction product. The product is: [CH2:1]([O:3][C:4]([C:6]1[S:7][C:8]2[CH:15]=[CH:14][C:13]([NH:16][S:17]([C:20]3[CH:25]=[CH:24][C:23]([C:26]([CH3:29])([CH3:28])[CH3:27])=[CH:22][CH:21]=3)(=[O:19])=[O:18])=[CH:12][C:9]=2[C:10]=1[C:30]1[CH:35]=[CH:34][CH:33]=[CH:32][CH:31]=1)=[O:5])[CH3:2].